From a dataset of CYP2C9 inhibition data for predicting drug metabolism from PubChem BioAssay. Regression/Classification. Given a drug SMILES string, predict its absorption, distribution, metabolism, or excretion properties. Task type varies by dataset: regression for continuous measurements (e.g., permeability, clearance, half-life) or binary classification for categorical outcomes (e.g., BBB penetration, CYP inhibition). Dataset: cyp2c9_veith. (1) The compound is Cc1ccc(S(=O)(=O)N(C)CC(=O)O/N=C(\N)c2ccccn2)cc1. The result is 0 (non-inhibitor). (2) The molecule is CNCCCc1ccccc1.Cl. The result is 0 (non-inhibitor).